From a dataset of Peptide-MHC class I binding affinity with 185,985 pairs from IEDB/IMGT. Regression. Given a peptide amino acid sequence and an MHC pseudo amino acid sequence, predict their binding affinity value. This is MHC class I binding data. (1) The peptide sequence is ISDPLTSGL. The binding affinity (normalized) is 0.609. The MHC is HLA-A02:01 with pseudo-sequence HLA-A02:01. (2) The peptide sequence is RERIRYFHY. The MHC is HLA-B58:01 with pseudo-sequence HLA-B58:01. The binding affinity (normalized) is 0.0847.